Dataset: Full USPTO retrosynthesis dataset with 1.9M reactions from patents (1976-2016). Task: Predict the reactants needed to synthesize the given product. (1) Given the product [Cl:20][C:15]1[C:14]2[C:9](=[CH:10][CH:11]=[CH:12][CH:13]=2)[N:8]=[C:7]([C:4]2[CH:5]=[CH:6][N:1]=[CH:2][CH:3]=2)[CH:16]=1, predict the reactants needed to synthesize it. The reactants are: [N:1]1[CH:6]=[CH:5][C:4]([C:7]2[NH:8][C:9]3[C:14]([C:15](=O)[CH:16]=2)=[CH:13][CH:12]=[CH:11][CH:10]=3)=[CH:3][CH:2]=1.P(Cl)(Cl)([Cl:20])=O. (2) Given the product [F:1][C:2]1[CH:19]=[CH:18][C:5]([CH2:6][O:7][C:8]2[CH:13]=[CH:12][C:11]([S:14]([Cl:22])(=[O:16])=[O:15])=[CH:10][CH:9]=2)=[CH:4][CH:3]=1, predict the reactants needed to synthesize it. The reactants are: [F:1][C:2]1[CH:19]=[CH:18][C:5]([CH2:6][O:7][C:8]2[CH:13]=[CH:12][C:11]([S:14]([O-])(=[O:16])=[O:15])=[CH:10][CH:9]=2)=[CH:4][CH:3]=1.[Na+].P(Cl)(Cl)(Cl)(Cl)[Cl:22]. (3) Given the product [F:27][C:28]1[CH:33]=[C:32]([C:2]2[CH:3]=[N:4][CH:5]=[C:6]3[C:11]=2[N:10]=[C:9]([C:12]([NH:14][CH:15]([C:17]2[CH:22]=[CH:21][C:20]([S:23]([CH3:26])(=[O:25])=[O:24])=[CH:19][CH:18]=2)[CH3:16])=[O:13])[CH:8]=[CH:7]3)[CH:31]=[CH:30][CH:29]=1, predict the reactants needed to synthesize it. The reactants are: Br[C:2]1[CH:3]=[N:4][CH:5]=[C:6]2[C:11]=1[N:10]=[C:9]([C:12]([NH:14][CH:15]([C:17]1[CH:22]=[CH:21][C:20]([S:23]([CH3:26])(=[O:25])=[O:24])=[CH:19][CH:18]=1)[CH3:16])=[O:13])[CH:8]=[CH:7]2.[F:27][C:28]1[CH:29]=[C:30](B(O)O)[CH:31]=[CH:32][CH:33]=1.C(=O)([O-])[O-].[Cs+].[Cs+]. (4) Given the product [Cl-:47].[N:30]1[CH:29]=[CH:28][CH:33]=[N:32][C:31]=1[NH:34][S:35]([C:38]1[CH:43]=[CH:42][C:41]([NH:44][CH:45]=[S:46])=[CH:40][CH:39]=1)(=[O:37])=[O:36], predict the reactants needed to synthesize it. The reactants are: N1C2C(=CC=CC=2)C=NC=1.N1CCNCC1.C(N)C1C=CC2OCOC=2C=1.[CH:28]1[CH:29]=[N:30][C:31]([NH:34][S:35]([C:38]2[CH:39]=[CH:40][C:41]([NH2:44])=[CH:42][CH:43]=2)(=[O:37])=[O:36])=[N:32][CH:33]=1.[C:45](Cl)([Cl:47])=[S:46].